Dataset: Peptide-MHC class II binding affinity with 134,281 pairs from IEDB. Task: Regression. Given a peptide amino acid sequence and an MHC pseudo amino acid sequence, predict their binding affinity value. This is MHC class II binding data. (1) The peptide sequence is TMAEVRLAAMFFCAVKK. The MHC is DRB3_0301 with pseudo-sequence DRB3_0301. The binding affinity (normalized) is 0.558. (2) The peptide sequence is RKIVYEGPELNHAFG. The MHC is H-2-IAb with pseudo-sequence H-2-IAb. The binding affinity (normalized) is 0.